Dataset: NCI-60 drug combinations with 297,098 pairs across 59 cell lines. Task: Regression. Given two drug SMILES strings and cell line genomic features, predict the synergy score measuring deviation from expected non-interaction effect. (1) Drug 1: CN(CCCl)CCCl.Cl. Drug 2: C(CC(=O)O)C(=O)CN.Cl. Cell line: HCT-15. Synergy scores: CSS=40.4, Synergy_ZIP=-14.6, Synergy_Bliss=-8.44, Synergy_Loewe=-33.9, Synergy_HSA=-3.29. (2) Drug 1: CCC1(CC2CC(C3=C(CCN(C2)C1)C4=CC=CC=C4N3)(C5=C(C=C6C(=C5)C78CCN9C7C(C=CC9)(C(C(C8N6C)(C(=O)OC)O)OC(=O)C)CC)OC)C(=O)OC)O.OS(=O)(=O)O. Drug 2: COCCOC1=C(C=C2C(=C1)C(=NC=N2)NC3=CC=CC(=C3)C#C)OCCOC.Cl. Cell line: COLO 205. Synergy scores: CSS=-13.2, Synergy_ZIP=7.19, Synergy_Bliss=0.659, Synergy_Loewe=-14.8, Synergy_HSA=-14.6. (3) Drug 1: C1=CC(=CC=C1CC(C(=O)O)N)N(CCCl)CCCl.Cl. Drug 2: CN(CCCl)CCCl.Cl. Cell line: UACC-257. Synergy scores: CSS=-9.89, Synergy_ZIP=2.42, Synergy_Bliss=-4.82, Synergy_Loewe=-10.1, Synergy_HSA=-9.93. (4) Drug 2: CC1C(C(CC(O1)OC2CC(CC3=C2C(=C4C(=C3O)C(=O)C5=C(C4=O)C(=CC=C5)OC)O)(C(=O)CO)O)N)O.Cl. Cell line: CCRF-CEM. Drug 1: C1CN1C2=NC(=NC(=N2)N3CC3)N4CC4. Synergy scores: CSS=60.0, Synergy_ZIP=-0.183, Synergy_Bliss=0.610, Synergy_Loewe=0.403, Synergy_HSA=4.30. (5) Drug 1: C1CCC(C1)C(CC#N)N2C=C(C=N2)C3=C4C=CNC4=NC=N3. Drug 2: COCCOC1=C(C=C2C(=C1)C(=NC=N2)NC3=CC=CC(=C3)C#C)OCCOC.Cl. Cell line: SF-539. Synergy scores: CSS=6.64, Synergy_ZIP=-1.92, Synergy_Bliss=1.34, Synergy_Loewe=1.52, Synergy_HSA=1.95. (6) Drug 1: CC1=C(C=C(C=C1)NC2=NC=CC(=N2)N(C)C3=CC4=NN(C(=C4C=C3)C)C)S(=O)(=O)N.Cl. Drug 2: C1=C(C(=O)NC(=O)N1)N(CCCl)CCCl. Cell line: KM12. Synergy scores: CSS=18.8, Synergy_ZIP=-2.68, Synergy_Bliss=-4.00, Synergy_Loewe=-2.40, Synergy_HSA=-1.68. (7) Drug 1: C1=C(C(=O)NC(=O)N1)N(CCCl)CCCl. Drug 2: CN(CC1=CN=C2C(=N1)C(=NC(=N2)N)N)C3=CC=C(C=C3)C(=O)NC(CCC(=O)O)C(=O)O. Cell line: HS 578T. Synergy scores: CSS=31.3, Synergy_ZIP=-0.0116, Synergy_Bliss=5.38, Synergy_Loewe=-10.4, Synergy_HSA=4.23.